From a dataset of Catalyst prediction with 721,799 reactions and 888 catalyst types from USPTO. Predict which catalyst facilitates the given reaction. (1) Reactant: [CH2:1]([O:3][C:4](=[O:16])/[CH:5]=[C:6](/[O:8][C:9]1[CH:14]=[CH:13][CH:12]=[C:11]([Cl:15])[CH:10]=1)\[CH3:7])[CH3:2].[Br:17]N1C(=O)CCC1=O.C(OOC(=O)C1C=CC=CC=1)(=O)C1C=CC=CC=1. Product: [CH2:1]([O:3][C:4](=[O:16])/[CH:5]=[C:6](/[O:8][C:9]1[CH:14]=[CH:13][CH:12]=[C:11]([Cl:15])[CH:10]=1)\[CH2:7][Br:17])[CH3:2]. The catalyst class is: 53. (2) Reactant: C([O:8][C:9]1[C:14]([C:15]([CH3:18])([CH3:17])[CH3:16])=[CH:13][CH:12]=[CH:11][C:10]=1[C:19]([C:21]1[C:22]([O:33][CH3:34])=[C:23]([C:27]2[CH:32]=[CH:31][CH:30]=[CH:29][CH:28]=2)[CH:24]=[CH:25][CH:26]=1)=[CH2:20])C1C=CC=CC=1. Product: [C:15]([C:14]1[CH:13]=[CH:12][CH:11]=[C:10]([CH:19]([C:21]2[C:22]([O:33][CH3:34])=[C:23]([C:27]3[CH:28]=[CH:29][CH:30]=[CH:31][CH:32]=3)[CH:24]=[CH:25][CH:26]=2)[CH3:20])[C:9]=1[OH:8])([CH3:16])([CH3:17])[CH3:18]. The catalyst class is: 381. (3) Reactant: [CH2:1]([O:19][C@H:20]([CH2:24][O:25][CH2:26][CH2:27][CH2:28][CH2:29][CH2:30][CH2:31][CH2:32][CH2:33]/[CH:34]=[CH:35]\[CH2:36]/[CH:37]=[CH:38]\[CH2:39][CH2:40][CH2:41][CH2:42][CH3:43])[CH2:21][CH2:22]O)[CH2:2][CH2:3][CH2:4][CH2:5][CH2:6][CH2:7][CH2:8]/[CH:9]=[CH:10]\[CH2:11]/[CH:12]=[CH:13]\[CH2:14][CH2:15][CH2:16][CH2:17][CH3:18].C1(P(C2C=CC=CC=2)C2C=CC=CC=2)C=CC=CC=1.N(C(OCC)=O)=NC(OCC)=O.C1(P([N:89]=[N+:90]=[N-:91])(C2C=CC=CC=2)=O)C=CC=CC=1. Product: [N:89]([CH2:22][CH2:21][C@H:20]([O:19][CH2:1][CH2:2][CH2:3][CH2:4][CH2:5][CH2:6][CH2:7][CH2:8]/[CH:9]=[CH:10]\[CH2:11]/[CH:12]=[CH:13]\[CH2:14][CH2:15][CH2:16][CH2:17][CH3:18])[CH2:24][O:25][CH2:26][CH2:27][CH2:28][CH2:29][CH2:30][CH2:31][CH2:32][CH2:33]/[CH:34]=[CH:35]\[CH2:36]/[CH:37]=[CH:38]\[CH2:39][CH2:40][CH2:41][CH2:42][CH3:43])=[N+:90]=[N-:91]. The catalyst class is: 7. (4) Reactant: Br[C:2]1[C:8]([C:9]([F:12])([F:11])[F:10])=[CH:7][C:5]([NH2:6])=[CH:4][C:3]=1[Cl:13].C(=O)([O-])[O-].[Na+].[Na+].CC1(C)C(C)(C)OB([C:28]2[CH:33]=[CH:32][C:31]([S:34]([NH:37][CH2:38][C@@H:39]3[CH2:43][CH2:42][CH2:41][N:40]3[C:44]([O:46][C:47]([CH3:50])([CH3:49])[CH3:48])=[O:45])(=[O:36])=[O:35])=[CH:30][CH:29]=2)O1.O. Product: [NH2:6][C:5]1[CH:7]=[C:8]([C:9]([F:12])([F:11])[F:10])[C:2]([C:28]2[CH:29]=[CH:30][C:31]([S:34]([NH:37][CH2:38][C@@H:39]3[CH2:43][CH2:42][CH2:41][N:40]3[C:44]([O:46][C:47]([CH3:50])([CH3:49])[CH3:48])=[O:45])(=[O:36])=[O:35])=[CH:32][CH:33]=2)=[C:3]([Cl:13])[CH:4]=1. The catalyst class is: 564. (5) Reactant: [Si]([O:8][CH:9]([C:22]1[O:23][CH:24]=[C:25]([C:27](=[O:32])[C:28]([F:31])([F:30])[F:29])[N:26]=1)[CH2:10][CH2:11][CH2:12][CH2:13][CH2:14][CH2:15][C:16]1[CH:21]=[CH:20][CH:19]=[CH:18][CH:17]=1)(C(C)(C)C)(C)C.C1C=CN=CC=1.F. Product: [F:31][C:28]([F:29])([F:30])[C:27]([C:25]1[N:26]=[C:22]([CH:9]([OH:8])[CH2:10][CH2:11][CH2:12][CH2:13][CH2:14][CH2:15][C:16]2[CH:17]=[CH:18][CH:19]=[CH:20][CH:21]=2)[O:23][CH:24]=1)=[O:32]. The catalyst class is: 859. (6) Product: [F:43][C:38]1[CH:37]=[C:36]([C:34]([CH3:35])=[CH:33][N:5]2[C:6]3[C:11](=[CH:10][C:9]([CH3:15])=[CH:8][CH:7]=3)[C:12]3[CH2:13][CH2:14][N:2]([CH3:1])[CH2:3][C:4]2=3)[CH:41]=[CH:40][C:39]=1[F:42]. The catalyst class is: 122. Reactant: [CH3:1][N:2]1[CH2:14][CH2:13][C:12]2[C:11]3[C:6](=[CH:7][CH:8]=[C:9]([CH3:15])[CH:10]=3)[NH:5][C:4]=2[CH2:3]1.N1CCC[C@H]1C(O)=O.[O-]P([O-])([O-])=O.[K+].[K+].[K+].Br[CH:33]=[C:34]([C:36]1[CH:41]=[CH:40][C:39]([F:42])=[C:38]([F:43])[CH:37]=1)[CH3:35]. (7) Reactant: [Cl:1][C:2]1[C:10]([N+:11]([O-:13])=[O:12])=[CH:9][C:8]([C:14]([F:17])([F:16])[F:15])=[CH:7][C:3]=1[C:4](O)=[O:5].O=S(Cl)[Cl:20]. Product: [Cl:1][C:2]1[C:10]([N+:11]([O-:13])=[O:12])=[CH:9][C:8]([C:14]([F:17])([F:16])[F:15])=[CH:7][C:3]=1[C:4]([Cl:20])=[O:5]. The catalyst class is: 11. (8) Reactant: [C:1]([O:5][C:6](=[O:24])[NH:7][C:8]1[CH:13]=[CH:12][CH:11]=[C:10]([O:14][C:15]2[CH:20]=[CH:19][C:18]([N+:21]([O-])=O)=[CH:17][N:16]=2)[CH:9]=1)([CH3:4])([CH3:3])[CH3:2].O1CCCC1. Product: [C:1]([O:5][C:6](=[O:24])[NH:7][C:8]1[CH:13]=[CH:12][CH:11]=[C:10]([O:14][C:15]2[CH:20]=[CH:19][C:18]([NH2:21])=[CH:17][N:16]=2)[CH:9]=1)([CH3:4])([CH3:2])[CH3:3]. The catalyst class is: 178. (9) The catalyst class is: 40. Product: [C:39]([O:41][C:6]1[CH:1]=[CH:2][C:3]([N:13]([CH2:14][CH2:15][Cl:16])[CH2:17][CH2:18][Cl:19])=[CH:4][C:5]=1[CH:23]1[CH2:22][C:21]([CH3:31])([CH3:20])[N:26]([OH:33])[C:25]([CH3:29])([CH3:28])[CH2:24]1)(=[O:40])[CH2:38][CH2:37][CH3:36]. Reactant: [CH:1]1[C:6](CCCC(O)=O)=[CH:5][CH:4]=[C:3]([N:13]([CH2:17][CH2:18][Cl:19])[CH2:14][CH2:15][Cl:16])[CH:2]=1.[CH3:20][C:21]1([CH3:31])[N:26]([O])[C:25]([CH3:29])([CH3:28])[CH2:24][CH:23](O)[CH2:22]1.N=[O:33].C(O)[C@@H](O)[C@H:36]1[O:41][C:39](=[O:40])[C:38](O)=[C:37]1O.